Dataset: TCR-epitope binding with 47,182 pairs between 192 epitopes and 23,139 TCRs. Task: Binary Classification. Given a T-cell receptor sequence (or CDR3 region) and an epitope sequence, predict whether binding occurs between them. (1) The epitope is FQPTNGVGY. The TCR CDR3 sequence is CSAWSSYEQYF. Result: 0 (the TCR does not bind to the epitope). (2) The epitope is IVTDFSVIK. The TCR CDR3 sequence is CASSEFGRTNEKLFF. Result: 1 (the TCR binds to the epitope). (3) The epitope is QARQMVQAMRTIGTHP. The TCR CDR3 sequence is CASSASWDAVGKAFF. Result: 1 (the TCR binds to the epitope). (4) The epitope is ARMILMTHF. The TCR CDR3 sequence is CASSYSNLPVFSPNQPQHF. Result: 1 (the TCR binds to the epitope). (5) The epitope is FPPTSFGPL. The TCR CDR3 sequence is CASSLVQTSGKNEQFF. Result: 1 (the TCR binds to the epitope).